Predict the reactants needed to synthesize the given product. From a dataset of Full USPTO retrosynthesis dataset with 1.9M reactions from patents (1976-2016). (1) Given the product [Cl:8][C:7]1[N:6]=[C:5]2[CH:9]=[N:10][CH:11]=[CH:12][C:4]2=[N:3][C:2]=1[NH:16][CH:13]1[CH2:15][CH2:14]1, predict the reactants needed to synthesize it. The reactants are: Cl[C:2]1[N:3]=[C:4]2[CH:12]=[CH:11][N:10]=[CH:9][C:5]2=[N:6][C:7]=1[Cl:8].[CH:13]1([NH2:16])[CH2:15][CH2:14]1.CCN(C(C)C)C(C)C. (2) Given the product [CH2:1]([NH:8][C:9]1[N:14]2[N:15]=[CH:16][C:17]([Br:18])=[C:13]2[N:12]=[CH:11][C:10]=1[C:19]([N:33]1[CH2:34][CH2:35][CH:30]([C:25]2[CH:26]=[CH:27][CH:28]=[CH:29][C:24]=2[F:23])[CH2:31][CH2:32]1)=[O:21])[C:2]1[CH:3]=[CH:4][CH:5]=[CH:6][CH:7]=1, predict the reactants needed to synthesize it. The reactants are: [CH2:1]([NH:8][C:9]1[N:14]2[N:15]=[CH:16][C:17]([Br:18])=[C:13]2[N:12]=[CH:11][C:10]=1[C:19]([OH:21])=O)[C:2]1[CH:7]=[CH:6][CH:5]=[CH:4][CH:3]=1.Cl.[F:23][C:24]1[CH:29]=[CH:28][CH:27]=[CH:26][C:25]=1[CH:30]1[CH2:35][CH2:34][NH:33][CH2:32][CH2:31]1. (3) Given the product [CH2:2]([NH:6][C:7](=[O:10])[C:8]#[CH:9])[CH2:3][CH2:4][CH3:5], predict the reactants needed to synthesize it. The reactants are: O.[CH2:2]([NH2:6])[CH2:3][CH2:4][CH3:5].[C:7](OC)(=[O:10])[C:8]#[CH:9].[Na+].[Cl-].